This data is from Catalyst prediction with 721,799 reactions and 888 catalyst types from USPTO. The task is: Predict which catalyst facilitates the given reaction. Reactant: CS([Cl:5])(=O)=O.[F:6][C:7]1[CH:12]=[CH:11][C:10]([C:13]2[N:14]=[C:15]([CH:18]=[CH:19][CH2:20]O)[S:16][CH:17]=2)=[CH:9][CH:8]=1.C(N(CC)CC)C. Product: [Cl:5][CH2:20][CH:19]=[CH:18][C:15]1[S:16][CH:17]=[C:13]([C:10]2[CH:11]=[CH:12][C:7]([F:6])=[CH:8][CH:9]=2)[N:14]=1. The catalyst class is: 4.